This data is from Reaction yield outcomes from USPTO patents with 853,638 reactions. The task is: Predict the reaction yield, written as a fraction of the theoretical maximum amount of product (1.0 means a 100% yield; for example, 0.34 means a 34% yield). (1) The reactants are N1C=CN=C1CN1C(=O)COC2N=C(C3C=CC(C4(N)CCC4)=CC=3)C(C3C=CC=CC=3)=CC1=2.C(OC(=O)[NH:41][C:42]1([C:46]2[CH:51]=[CH:50][C:49]([C:52]3[C:53]([C:71]4[CH:76]=[CH:75][CH:74]=[CH:73][CH:72]=4)=[CH:54][C:55]4[N:60]5[C:61](=[O:69])[N:62]([CH2:64][C:65]([F:68])([F:67])[F:66])[N:63]=[C:59]5[CH2:58][O:57][C:56]=4[N:70]=3)=[CH:48][CH:47]=2)[CH2:45][CH2:44][CH2:43]1)(C)(C)C. No catalyst specified. The product is [NH2:41][C:42]1([C:46]2[CH:47]=[CH:48][C:49]([C:52]3[C:53]([C:71]4[CH:72]=[CH:73][CH:74]=[CH:75][CH:76]=4)=[CH:54][C:55]4[N:60]5[C:61](=[O:69])[N:62]([CH2:64][C:65]([F:66])([F:67])[F:68])[N:63]=[C:59]5[CH2:58][O:57][C:56]=4[N:70]=3)=[CH:50][CH:51]=2)[CH2:43][CH2:44][CH2:45]1. The yield is 0.610. (2) The yield is 0.430. The reactants are C[O:2][C:3]([C:5]1[C:10](Cl)=[CH:9][C:8](=[O:12])[N:7]([C:13]2[CH:18]=[CH:17][CH:16]=[CH:15][CH:14]=2)[N:6]=1)=[O:4].[Br:19][C:20]1[CH:26]=[CH:25][C:23]([NH2:24])=[C:22]([F:27])[CH:21]=1.C(=O)([O-])[O-].[Cs+].[Cs+].O. The product is [Br:19][C:20]1[CH:26]=[CH:25][C:23]([NH:24][C:10]2[C:5]([C:3]([OH:2])=[O:4])=[N:6][N:7]([C:13]3[CH:18]=[CH:17][CH:16]=[CH:15][CH:14]=3)[C:8](=[O:12])[CH:9]=2)=[C:22]([F:27])[CH:21]=1. The catalyst is ClC1C=CC=CC=1Cl.CCOC(C)=O. (3) The reactants are [CH:1]1[C:10]2[C:5](=[CH:6][CH:7]=[CH:8][CH:9]=2)[CH:4]=[CH:3][C:2]=1[O:11][CH2:12][CH2:13][O:14][C:15]1[CH:30]=[CH:29][C:18]([CH2:19][CH:20]([C:25]([O:27]C)=[O:26])[C:21]([O:23][CH3:24])=[O:22])=[CH:17][CH:16]=1.[OH-].[Na+]. The catalyst is CO.O1CCCC1. The product is [CH3:24][O:23][C:21]([CH:20]([CH2:19][C:18]1[CH:17]=[CH:16][C:15]([O:14][CH2:13][CH2:12][O:11][C:2]2[CH:3]=[CH:4][C:5]3[C:10](=[CH:9][CH:8]=[CH:7][CH:6]=3)[CH:1]=2)=[CH:30][CH:29]=1)[C:25]([OH:27])=[O:26])=[O:22]. The yield is 0.830. (4) The reactants are [Br:1][C:2]1[CH:3]=[C:4]2[C:10]([CH3:11])=[N:9][N:8]([C:12]([O:14][C:15]([CH3:18])([CH3:17])[CH3:16])=[O:13])[C:5]2=[N:6][CH:7]=1.[Br:19]N1C(=O)CCC1=O.N(C(C)(C)C#N)=NC(C)(C)C#N. The catalyst is C(Cl)(Cl)(Cl)Cl. The product is [Br:1][C:2]1[CH:3]=[C:4]2[C:10]([CH2:11][Br:19])=[N:9][N:8]([C:12]([O:14][C:15]([CH3:18])([CH3:17])[CH3:16])=[O:13])[C:5]2=[N:6][CH:7]=1. The yield is 0.0660. (5) The reactants are CN(C(ON1N=NC2C=CC=NC1=2)=[N+](C)C)C.F[P-](F)(F)(F)(F)F.CCN(C(C)C)C(C)C.[CH3:34][C:35]1[CH:36]=[N:37][C:38]([S:44][CH2:45][CH2:46][S:47]([C:50]2[CH:55]=[CH:54][CH:53]=[CH:52][CH:51]=2)(=[O:49])=[O:48])=[C:39]([CH:43]=1)[C:40]([OH:42])=O.[S:56]1[CH:60]=[CH:59][CH:58]=[C:57]1[CH2:61][NH2:62]. The catalyst is CN(C=O)C.CC(=O)OCC.CCCCCC.CC(=O)OCC. The yield is 0.970. The product is [C:50]1([S:47]([CH2:46][CH2:45][S:44][C:38]2[N:37]=[CH:36][C:35]([CH3:34])=[CH:43][C:39]=2[C:40]([NH:62][CH2:61][C:57]2[S:56][CH:60]=[CH:59][CH:58]=2)=[O:42])(=[O:49])=[O:48])[CH:55]=[CH:54][CH:53]=[CH:52][CH:51]=1. (6) The reactants are [CH3:1][C:2]1([C:13]2[CH:18]=[CH:17][CH:16]=[CH:15][CH:14]=2)[C:10]2[O:9][C:8](=O)[NH:7][C:6](=[O:12])[C:5]=2[CH2:4][CH2:3]1.[OH-].[NH4+:20]. No catalyst specified. The product is [CH3:1][C:2]1([C:13]2[CH:18]=[CH:17][CH:16]=[CH:15][CH:14]=2)[C:10]2[NH:20][C:8](=[O:9])[NH:7][C:6](=[O:12])[C:5]=2[CH2:4][CH2:3]1. The yield is 0.700. (7) The reactants are Br[C:2]1[CH:7]=[CH:6][CH:5]=[C:4]([S:8]([CH3:11])(=[O:10])=[O:9])[CH:3]=1.C(N(CC)CC)C.[C:19]([Si:21]([CH3:24])([CH3:23])[CH3:22])#[CH:20]. The product is [CH3:11][S:8]([C:4]1[CH:3]=[C:2]([C:20]#[C:19][Si:21]([CH3:24])([CH3:23])[CH3:22])[CH:7]=[CH:6][CH:5]=1)(=[O:10])=[O:9]. The catalyst is C1C=CC=CC=1.[Cu]I. The yield is 0.950. (8) The reactants are Cl[C:2]1[C:3]([N:8]2[CH2:13][CH2:12][O:11][CH2:10][CH2:9]2)=[N:4][CH:5]=[CH:6][N:7]=1.[OH-:14].[Na+].O. The catalyst is CS(C)=O. The product is [O:11]1[CH2:12][CH2:13][N:8]([C:3]2[C:2](=[O:14])[NH:7][CH:6]=[CH:5][N:4]=2)[CH2:9][CH2:10]1. The yield is 0.929.